Dataset: Forward reaction prediction with 1.9M reactions from USPTO patents (1976-2016). Task: Predict the product of the given reaction. (1) Given the reactants [CH2:1]([S:3]([N:6]1[CH2:11][CH2:10][CH:9]([C:12]2[C:20]3[C:15](=[C:16]([C:29]([NH2:31])=[O:30])[CH:17]=[C:18]([C:21]4[CH:26]=[CH:25][CH:24]=[C:23]([CH:27]=O)[CH:22]=4)[CH:19]=3)[NH:14][CH:13]=2)[CH2:8][CH2:7]1)(=[O:5])=[O:4])[CH3:2].[F:32][C:33]([F:37])([F:36])[CH2:34][NH2:35].[BH4-].[Na+].[CH3:40][OH:41], predict the reaction product. The product is: [F:32][C:33]([F:37])([F:36])[C:40]([OH:4])=[O:41].[CH2:1]([S:3]([N:6]1[CH2:7][CH2:8][CH:9]([C:12]2[C:20]3[C:15](=[C:16]([C:29]([NH2:31])=[O:30])[CH:17]=[C:18]([C:21]4[CH:26]=[CH:25][CH:24]=[C:23]([CH2:27][NH:35][CH2:34][C:33]([F:37])([F:36])[F:32])[CH:22]=4)[CH:19]=3)[NH:14][CH:13]=2)[CH2:10][CH2:11]1)(=[O:4])=[O:5])[CH3:2]. (2) Given the reactants [C:1]([C:5]1([CH2:13][O:14][CH3:15])[CH2:10][O:9][C:8]([CH3:12])([CH3:11])[O:7][CH2:6]1)([CH3:4])([CH3:3])[CH3:2].[CH2:16](OCC)C.C[Mg]I.CCCCCC.C(OCC)(=O)C, predict the reaction product. The product is: [C:8]([O:9][CH2:10][C:5]([CH2:13][O:14][CH3:15])([C:1]([CH3:2])([CH3:3])[CH3:4])[CH2:6][OH:7])([CH3:16])([CH3:12])[CH3:11]. (3) Given the reactants Cl[C:2]1[C:11]2[C:6](=[CH:7][C:8]([O:14][CH2:15][CH2:16][CH2:17][N:18]3[CH2:23][CH2:22][S:21](=[O:25])(=[O:24])[CH2:20][CH2:19]3)=[C:9]([C:12]#[N:13])[CH:10]=2)[N:5]=[CH:4][CH:3]=1.[OH:26][C:27]1[CH:28]=[C:29]2[C:33](=[CH:34][CH:35]=1)[NH:32][CH:31]=[CH:30]2.C(=O)([O-])[O-].[Cs+].[Cs+].O, predict the reaction product. The product is: [C:12]([C:9]1[CH:10]=[C:11]2[C:6](=[CH:7][C:8]=1[O:14][CH2:15][CH2:16][CH2:17][N:18]1[CH2:23][CH2:22][S:21](=[O:25])(=[O:24])[CH2:20][CH2:19]1)[N:5]=[CH:4][CH:3]=[C:2]2[O:26][C:27]1[CH:28]=[C:29]2[C:33](=[CH:34][CH:35]=1)[NH:32][CH:31]=[CH:30]2)#[N:13]. (4) Given the reactants Br[C:2]1[C:10]2[O:9][CH:8]([CH2:11][O:12][S:13]([C:16]3[CH:21]=[CH:20][C:19]([CH3:22])=[CH:18][CH:17]=3)(=[O:15])=[O:14])[O:7][C:6]=2[CH:5]=[C:4]([Cl:23])[CH:3]=1.[Cl:24][C:25]1[CH:30]=[CH:29][C:28]([Cl:31])=[CH:27][C:26]=1B(O)O, predict the reaction product. The product is: [Cl:24][C:25]1[CH:30]=[CH:29][C:28]([Cl:31])=[CH:27][C:26]=1[C:2]1[C:10]2[O:9][CH:8]([CH2:11][O:12][S:13]([C:16]3[CH:21]=[CH:20][C:19]([CH3:22])=[CH:18][CH:17]=3)(=[O:14])=[O:15])[O:7][C:6]=2[CH:5]=[C:4]([Cl:23])[CH:3]=1. (5) Given the reactants [Si:1]([O:8][CH2:9][C@@H:10]([C:12]1[CH:17]=[CH:16][C:15]([Cl:18])=[C:14]([F:19])[CH:13]=1)O)([C:4]([CH3:7])([CH3:6])[CH3:5])([CH3:3])[CH3:2].[C:20]1(=[O:30])[C:28]2[C:23](=[CH:24][CH:25]=[CH:26][CH:27]=2)[C:22](=[O:29])[NH:21]1.C1C=CC(P(C2C=CC=CC=2)C2C=CC=CC=2)=CC=1.CCOC(/N=N/C(OCC)=O)=O, predict the reaction product. The product is: [Si:1]([O:8][CH2:9][C@@H:10]([N:21]1[C:22](=[O:29])[C:23]2[C:28](=[CH:27][CH:26]=[CH:25][CH:24]=2)[C:20]1=[O:30])[C:12]1[CH:17]=[CH:16][C:15]([Cl:18])=[C:14]([F:19])[CH:13]=1)([C:4]([CH3:7])([CH3:6])[CH3:5])([CH3:3])[CH3:2]. (6) The product is: [NH2:1][C:2]1[N:7]=[C:6]([N:8]2[CH2:13][CH2:12][CH2:11][C@H:10]([C:14]([NH:16][C:17]3[CH:22]=[CH:21][C:20]([O:23][CH3:24])=[CH:19][CH:18]=3)=[O:15])[CH2:9]2)[CH:5]=[C:4]([C:25]2[CH:26]=[C:27]3[C:28]([C:31]([NH2:32])=[N:43][NH:44]3)=[CH:29][CH:30]=2)[N:3]=1. Given the reactants [NH2:1][C:2]1[N:7]=[C:6]([N:8]2[CH2:13][CH2:12][CH2:11][C@H:10]([C:14]([NH:16][C:17]3[CH:22]=[CH:21][C:20]([O:23][CH3:24])=[CH:19][CH:18]=3)=[O:15])[CH2:9]2)[CH:5]=[C:4]([C:25]2[CH:30]=[CH:29][C:28]([C:31]#[N:32])=[C:27](F)[CH:26]=2)[N:3]=1.CCN(C(C)C)C(C)C.[NH2:43][NH2:44], predict the reaction product. (7) Given the reactants C(OC(Cl)=O)C(C)C.[Cl:9][C:10]1[CH:11]=[C:12]([NH:25][C:26]2[CH:31]=[CH:30][CH:29]=[CH:28][C:27]=2[NH:32][C:33](=[O:39])[CH2:34][CH2:35][C:36]([OH:38])=O)[CH:13]=[CH:14][C:15]=1[C:16](=[O:24])[C:17]1[CH:22]=[CH:21][CH:20]=[CH:19][C:18]=1[CH3:23].CN1CCOCC1.C(N(C(C)C)C(C)C)C.Cl, predict the reaction product. The product is: [Cl:9][C:10]1[CH:11]=[C:12]([NH:25][C:26]2[CH:31]=[CH:30][CH:29]=[CH:28][C:27]=2[N:32]2[C:36](=[O:38])[CH2:35][CH2:34][C:33]2=[O:39])[CH:13]=[CH:14][C:15]=1[C:16](=[O:24])[C:17]1[CH:22]=[CH:21][CH:20]=[CH:19][C:18]=1[CH3:23].